Task: Predict the reaction yield, written as a fraction of the theoretical maximum amount of product (1.0 means a 100% yield; for example, 0.34 means a 34% yield).. Dataset: Reaction yield outcomes from USPTO patents with 853,638 reactions (1) The reactants are Cl.[NH2:2][CH2:3][C:4]([C:6]12[CH2:13][CH2:12][C:9]([C:14]3[CH:19]=[CH:18][C:17]([Br:20])=[CH:16][CH:15]=3)([CH2:10][CH2:11]1)[CH2:8][CH2:7]2)=[O:5].[C:21]([O:25][C:26]([NH:28][C@@H:29]([C:33]([CH3:36])([CH3:35])[CH3:34])[C:30](O)=[O:31])=[O:27])([CH3:24])([CH3:23])[CH3:22].CCN(C(C)C)C(C)C.CN(C(ON1N=NC2C=CC=NC1=2)=[N+](C)C)C.F[P-](F)(F)(F)(F)F. The catalyst is CN(C=O)C.O. The product is [Br:20][C:17]1[CH:16]=[CH:15][C:14]([C:9]23[CH2:10][CH2:11][C:6]([C:4](=[O:5])[CH2:3][NH:2][C:30](=[O:31])[C@@H:29]([NH:28][C:26](=[O:27])[O:25][C:21]([CH3:24])([CH3:23])[CH3:22])[C:33]([CH3:36])([CH3:35])[CH3:34])([CH2:7][CH2:8]2)[CH2:13][CH2:12]3)=[CH:19][CH:18]=1. The yield is 0.702. (2) The reactants are [O:1]1[CH2:6][CH2:5][N:4]([C:7]2[CH:19]=[CH:18][CH:17]=[CH:16][C:8]=2[O:9][CH2:10][C:11]([O:13]CC)=O)[CH2:3][CH2:2]1.[NH2:20][CH2:21][CH:22]([OH:34])[CH2:23][N:24]1[CH2:33][CH2:32][C:31]2[C:26](=[CH:27][CH:28]=[CH:29][CH:30]=2)[CH2:25]1. The catalyst is CCO. The product is [CH2:25]1[C:26]2[C:31](=[CH:30][CH:29]=[CH:28][CH:27]=2)[CH2:32][CH2:33][N:24]1[CH2:23][CH:22]([OH:34])[CH2:21][NH:20][C:11](=[O:13])[CH2:10][O:9][C:8]1[CH:16]=[CH:17][CH:18]=[CH:19][C:7]=1[N:4]1[CH2:3][CH2:2][O:1][CH2:6][CH2:5]1. The yield is 0.100. (3) The reactants are [N:1]1[CH:6]=[CH:5][CH:4]=[CH:3][C:2]=1[NH:7][CH2:8][CH2:9][CH2:10][O:11][C:12]1[CH:13]=[C:14]2[C:18](=[CH:19][CH:20]=1)[NH:17][C:16]([CH2:21][CH:22]([CH2:27][CH2:28][CH3:29])[C:23]([O:25]C)=[O:24])=[CH:15]2.[OH-].[Na+]. The catalyst is CO.O. The product is [N:1]1[CH:6]=[CH:5][CH:4]=[CH:3][C:2]=1[NH:7][CH2:8][CH2:9][CH2:10][O:11][C:12]1[CH:13]=[C:14]2[C:18](=[CH:19][CH:20]=1)[NH:17][C:16]([CH2:21][CH:22]([CH2:27][CH2:28][CH3:29])[C:23]([OH:25])=[O:24])=[CH:15]2. The yield is 0.850. (4) The reactants are Br[C:2]1[CH:30]=[CH:29][C:5]([O:6][C:7]2[C:16]3[C:11](=[CH:12][C:13]([O:19][CH2:20][CH2:21][CH2:22][N:23]4[CH2:28][CH2:27][O:26][CH2:25][CH2:24]4)=[C:14]([O:17][CH3:18])[CH:15]=3)[N:10]=[CH:9][CH:8]=2)=[C:4]([F:31])[CH:3]=1.[NH2:32][C:33]1[CH:38]=[CH:37][CH:36]=[CH:35][CH:34]=1.C1(P(C2C=CC=CC=2)C2C3OC4C(=CC=CC=4P(C4C=CC=CC=4)C4C=CC=CC=4)C(C)(C)C=3C=CC=2)C=CC=CC=1.C([O-])([O-])=O.[Cs+].[Cs+]. The catalyst is O1CCOCC1.C1C=CC(/C=C/C(/C=C/C2C=CC=CC=2)=O)=CC=1.C1C=CC(/C=C/C(/C=C/C2C=CC=CC=2)=O)=CC=1.C1C=CC(/C=C/C(/C=C/C2C=CC=CC=2)=O)=CC=1.[Pd].[Pd].O. The product is [F:31][C:4]1[CH:3]=[C:2]([CH:30]=[CH:29][C:5]=1[O:6][C:7]1[C:16]2[C:11](=[CH:12][C:13]([O:19][CH2:20][CH2:21][CH2:22][N:23]3[CH2:28][CH2:27][O:26][CH2:25][CH2:24]3)=[C:14]([O:17][CH3:18])[CH:15]=2)[N:10]=[CH:9][CH:8]=1)[NH:32][C:33]1[CH:38]=[CH:37][CH:36]=[CH:35][CH:34]=1. The yield is 0.970. (5) The reactants are [C:1]([OH:5])(=[O:4])[CH2:2][OH:3].C([N:10]([C:16]([O:18][CH2:19][C:20]1[CH:25]=[CH:24][CH:23]=[CH:22][CH:21]=1)=[O:17])[CH2:11][CH2:12][C:13]([OH:15])=[O:14])(C)(C)C. The catalyst is C(O)=O. The product is [C:1]([OH:5])(=[O:4])[CH2:2][OH:3].[C:16]([NH:10][CH2:11][CH2:12][C:13]([OH:15])=[O:14])([O:18][CH2:19][C:20]1[CH:25]=[CH:24][CH:23]=[CH:22][CH:21]=1)=[O:17]. The yield is 0.800. (6) The reactants are C(C(CCC)CCC(=O)C)(C)(C)C.[C:14](/[C:18](=[CH:24]/[CH:25]([CH3:28])[CH2:26][CH3:27])/[CH:19]=[CH:20]/[C:21](=[O:23])[CH3:22])([CH3:17])([CH3:16])[CH3:15]. The catalyst is C(O)C.[Pd]. The product is [C:14]([CH:18]([CH2:24][CH:25]([CH3:28])[CH2:26][CH3:27])[CH2:19][CH2:20][C:21](=[O:23])[CH3:22])([CH3:17])([CH3:16])[CH3:15]. The yield is 0.980. (7) The reactants are ClC(Cl)(Cl)C(Cl)(Cl)Cl.[F:9][C:10]1[CH:11]=[CH:12][C:13]([NH:16][NH:17][C:18]([C@@H:20]2[CH2:25][CH2:24][CH2:23][CH2:22][N:21]2[CH3:26])=O)=[N:14][CH:15]=1.C(N(CC)CC)C.C1(P(C2C=CC=CC=2)C2C=CC=CC=2)C=CC=CC=1. The catalyst is C1COCC1.CO. The product is [F:9][C:10]1[CH:11]=[CH:12][C:13]2[N:14]([C:18]([C@@H:20]3[CH2:25][CH2:24][CH2:23][CH2:22][N:21]3[CH3:26])=[N:17][N:16]=2)[CH:15]=1. The yield is 0.420.